This data is from Reaction yield outcomes from USPTO patents with 853,638 reactions. The task is: Predict the reaction yield, written as a fraction of the theoretical maximum amount of product (1.0 means a 100% yield; for example, 0.34 means a 34% yield). (1) The reactants are [Cl:1][C:2]1[C:7]([Cl:8])=[C:6]([C:9](N)=[O:10])[C:5]([Cl:12])=[C:4]([Cl:13])[C:3]=1[C:14](N)=[O:15].[OH2:17].S(=O)(=O)(O)[OH:19]. No catalyst specified. The product is [Cl:1][C:2]1[C:7]([Cl:8])=[C:6]([C:9]([OH:10])=[O:17])[C:5]([Cl:12])=[C:4]([Cl:13])[C:3]=1[C:14]([OH:15])=[O:19]. The yield is 0.950. (2) The reactants are [C:12]([OH:14])(=O)[C:11]1[CH:15]=[CH:16][CH:17]=[CH:18][C:10]=1[S:9][S:9][C:10]1[CH:18]=[CH:17][CH:16]=[CH:15][C:11]=1[C:12]([OH:14])=O.[Cl:21][C:22]1[CH:27]=[CH:26][C:25]([OH:28])=[CH:24][CH:23]=1. The catalyst is S(=O)(=O)(O)O. The product is [Cl:21][C:22]1[C:27]2[C:12](=[O:14])[C:11]3[C:10](=[CH:18][CH:17]=[CH:16][CH:15]=3)[S:9][C:26]=2[C:25]([OH:28])=[CH:24][CH:23]=1. The yield is 0.700. (3) The reactants are [Br:1][C:2]1[CH:9]=[CH:8][C:5]([CH2:6][NH2:7])=[CH:4][CH:3]=1.CO[CH:12](OC)[C:13](=O)[CH3:14].[O-]S([O-])(=O)=O.[Mg+2].[BH3-]C#N.[Na+].ClS(O)(=O)=O.[OH-].[Na+]. The catalyst is ClCCCl. The product is [Br:1][C:2]1[CH:9]=[C:8]2[C:5](=[CH:4][CH:3]=1)[CH:6]=[N:7][C:13]([CH3:14])=[CH:12]2. The yield is 0.340. (4) The reactants are [NH2:1][C@@H:2]([CH2:6][CH2:7][CH2:8][CH2:9][NH:10][C:11](=[O:21])[C@@H:12]([NH2:20])[CH2:13][S:14][S:15][C:16]([CH3:19])([CH3:18])[CH3:17])[C:3]([OH:5])=[O:4].[C:22](=[O:25])([OH:24])[O-].[Na+].[CH3:27][C:28]([O:31][C:32](O[C:32]([O:31][C:28]([CH3:30])([CH3:29])[CH3:27])=[O:33])=[O:33])([CH3:30])[CH3:29].S(=O)(=O)(O)[O-].[K+]. The catalyst is O1CCOCC1.O. The product is [C:16]([O:24][C:22]([NH:1][C@@H:2]([CH2:6][CH2:7][CH2:8][CH2:9][NH:10][C:11](=[O:21])[C@@H:12]([NH:20][C:32]([O:31][C:28]([CH3:30])([CH3:27])[CH3:29])=[O:33])[CH2:13][S:14][S:15][C:16]([CH3:17])([CH3:18])[CH3:19])[C:3]([OH:5])=[O:4])=[O:25])([CH3:19])([CH3:18])[CH3:17]. The yield is 0.930. (5) The reactants are [Br:1][C:2]1[CH:3]=[CH:4][C:5]2[CH:9](O)[CH2:8][S:7][C:6]=2[CH:11]=1.B(F)(F)F.CCOCC.[OH-].[Na+]. The catalyst is CC(O)=O. The product is [Br:1][C:2]1[CH:3]=[CH:4][C:5]2[CH:9]=[CH:8][S:7][C:6]=2[CH:11]=1. The yield is 0.950. (6) The reactants are [CH2:1]([O:8][C:9]1[CH:18]=[C:17]2[C:12]([C:13]([OH:19])=[CH:14][CH:15]=[N:16]2)=[CH:11][C:10]=1[O:20][CH3:21])[C:2]1[CH:7]=[CH:6][CH:5]=[CH:4][CH:3]=1.C(=O)([O-])[O-].[Cs+].[Cs+].F[C:29]1[CH:34]=[CH:33][C:32]([N+:35]([O-:37])=[O:36])=[CH:31][C:30]=1[F:38]. The catalyst is CN(C=O)C.C(#N)C. The product is [CH2:1]([O:8][C:9]1[CH:18]=[C:17]2[C:12]([C:13]([O:19][C:29]3[CH:34]=[CH:33][C:32]([N+:35]([O-:37])=[O:36])=[CH:31][C:30]=3[F:38])=[CH:14][CH:15]=[N:16]2)=[CH:11][C:10]=1[O:20][CH3:21])[C:2]1[CH:3]=[CH:4][CH:5]=[CH:6][CH:7]=1. The yield is 0.310. (7) The reactants are C(OC([NH:8][C@@:9]1([C:18]([OH:20])=O)[CH2:11][C@@H:10]1[C:12]1[CH:17]=[CH:16][CH:15]=[CH:14][CH:13]=1)=O)(C)(C)C.[CH2:21]([NH2:24])[CH2:22][CH3:23].F[P-](F)(F)(F)(F)F.N1(OC(N(C)C)=[N+](C)C)C2N=CC=CC=2N=N1.[F:49][C:50]([F:55])([F:54])[C:51]([OH:53])=[O:52]. No catalyst specified. The product is [F:49][C:50]([F:55])([F:54])[C:51]([OH:53])=[O:52].[NH2:8][C@@:9]1([C:18]([NH:24][CH2:21][CH2:22][CH3:23])=[O:20])[CH2:11][C@@H:10]1[C:12]1[CH:13]=[CH:14][CH:15]=[CH:16][CH:17]=1. The yield is 0.850.